Dataset: Catalyst prediction with 721,799 reactions and 888 catalyst types from USPTO. Task: Predict which catalyst facilitates the given reaction. (1) Reactant: C([O:8][C:9]1[CH:14]=[CH:13][C:12]([N:15]2[C:19]3=[N:20][CH:21]=[C:22]([Cl:24])[CH:23]=[C:18]3[N:17]([CH2:25][CH3:26])[C:16]2=[O:27])=[CH:11][CH:10]=1)C1C=CC=CC=1. Product: [Cl:24][C:22]1[CH:23]=[C:18]2[N:17]([CH2:25][CH3:26])[C:16](=[O:27])[N:15]([C:12]3[CH:13]=[CH:14][C:9]([OH:8])=[CH:10][CH:11]=3)[C:19]2=[N:20][CH:21]=1. The catalyst class is: 99. (2) Reactant: [C:1]([N:4]1[C:13]2[C:8](=[CH:9][C:10]([C:14]([OH:16])=O)=[CH:11][CH:12]=2)[C@H:7]([NH:17][C:18]2[N:23]=[C:22]([CH3:24])[CH:21]=[CH:20][N:19]=2)[C@@H:6]([CH3:25])[C@@H:5]1[CH:26]1[CH2:28][CH2:27]1)(=[O:3])[CH3:2].CN(C([O:36][N:37]1N=NC2C=CC=NC1=2)=[N+](C)C)C.F[P-](F)(F)(F)(F)F.CCN(C(C)C)C(C)C.Cl.NO. Product: [C:1]([N:4]1[C:13]2[C:8](=[CH:9][C:10]([C:14]([NH:37][OH:36])=[O:16])=[CH:11][CH:12]=2)[C@H:7]([NH:17][C:18]2[N:23]=[C:22]([CH3:24])[CH:21]=[CH:20][N:19]=2)[C@@H:6]([CH3:25])[C@@H:5]1[CH:26]1[CH2:27][CH2:28]1)(=[O:3])[CH3:2]. The catalyst class is: 9. (3) Reactant: [Cl:1][C:2]1[CH:20]=[CH:19][C:5]([CH:6]([N:13]2[CH2:18][CH2:17][NH:16][CH2:15][CH2:14]2)[C:7]2[CH:12]=[CH:11][CH:10]=[CH:9][CH:8]=2)=[CH:4][CH:3]=1.C(N(CC)CC)C.[F:28][C:29]1[CH:30]=[C:31]([CH:35]=[CH:36][CH:37]=1)[C:32](Cl)=[O:33]. Product: [Cl:1][C:2]1[CH:3]=[CH:4][C:5]([CH:6]([C:7]2[CH:8]=[CH:9][CH:10]=[CH:11][CH:12]=2)[N:13]2[CH2:14][CH2:15][N:16]([C:32]([C:31]3[CH:35]=[CH:36][CH:37]=[C:29]([F:28])[CH:30]=3)=[O:33])[CH2:17][CH2:18]2)=[CH:19][CH:20]=1. The catalyst class is: 864. (4) Reactant: [C:1]1([C:7]2[CH:11]=[CH:10][NH:9][C:8]=2[C:12]([NH:14][NH2:15])=[O:13])[CH:6]=[CH:5][CH:4]=[CH:3][CH:2]=1.CCN(C(C)C)C(C)C.Cl[C:26]([O:28][CH3:29])=[O:27]. Product: [C:1]1([C:7]2[CH:11]=[CH:10][NH:9][C:8]=2[C:12]([NH:14][NH:15][C:26]([O:28][CH3:29])=[O:27])=[O:13])[CH:2]=[CH:3][CH:4]=[CH:5][CH:6]=1. The catalyst class is: 34. (5) Reactant: COC1C=CC(P2(SP(C3C=CC(OC)=CC=3)(=S)S2)=[S:10])=CC=1.[F:23][C:24]1[CH:25]=[CH:26][C:27]([C:30]([NH2:32])=O)=[N:28][CH:29]=1. Product: [F:23][C:24]1[CH:25]=[CH:26][C:27]([C:30](=[S:10])[NH2:32])=[N:28][CH:29]=1. The catalyst class is: 26. (6) Reactant: Br[C:2]1[C:7]([C:8]#[N:9])=[CH:6][C:5]([CH2:10][CH2:11][CH3:12])=[CH:4][C:3]=1[C:13]1[CH:18]=[CH:17][C:16]([OH:19])=[CH:15][CH:14]=1.[CH3:20][C:21]1[CH:25]=[CH:24][S:23][C:22]=1B(O)O.CC(OC1C=CC=C(OC(C)C)C=1C1C(P(C2CCCCC2)C2CCCCC2)=CC=CC=1)C.C([O-])([O-])=O.[K+].[K+]. Product: [OH:19][C:16]1[CH:17]=[CH:18][C:13]([C:3]2[CH:4]=[C:5]([CH2:10][CH2:11][CH3:12])[CH:6]=[C:7]([C:8]#[N:9])[C:2]=2[C:22]2[S:23][CH:24]=[CH:25][C:21]=2[CH3:20])=[CH:14][CH:15]=1. The catalyst class is: 874.